From a dataset of Forward reaction prediction with 1.9M reactions from USPTO patents (1976-2016). Predict the product of the given reaction. (1) Given the reactants O1C2C=CC(C3(C(NC4C=CC=C(Br)N=4)=O)CC3)=CC=2OC1.[Cl-].C([Zn+])C(C)C.[O:29]1[C:33]2[CH:34]=[CH:35][C:36]([C:38]3([C:41]([NH:43][C:44]4[CH:49]=[CH:48][CH:47]=[C:46]([CH2:50][CH:51]5[CH2:56]CCC[CH2:52]5)[N:45]=4)=[O:42])[CH2:40][CH2:39]3)=[CH:37][C:32]=2[O:31][CH2:30]1, predict the reaction product. The product is: [O:29]1[C:33]2[CH:34]=[CH:35][C:36]([C:38]3([C:41]([NH:43][C:44]4[CH:49]=[CH:48][CH:47]=[C:46]([CH2:50][CH:51]([CH3:56])[CH3:52])[N:45]=4)=[O:42])[CH2:40][CH2:39]3)=[CH:37][C:32]=2[O:31][CH2:30]1. (2) Given the reactants [CH2:1]([C:8]1[CH:9]=[N:10][C:11]2[C:16]([C:17]=1[C:18]1[CH:19]=[C:20]([NH2:24])[CH:21]=[CH:22][CH:23]=1)=[CH:15][CH:14]=[CH:13][C:12]=2[C:25]([F:28])([F:27])[F:26])[C:2]1[CH:7]=[CH:6][CH:5]=[CH:4][CH:3]=1.[CH3:29][O:30][C:31]1[CH:38]=[CH:37][CH:36]=[C:35]([O:39][CH3:40])[C:32]=1[CH:33]=O, predict the reaction product. The product is: [CH2:1]([C:8]1[CH:9]=[N:10][C:11]2[C:16]([C:17]=1[C:18]1[CH:19]=[C:20]([NH:24][CH2:33][C:32]3[C:35]([O:39][CH3:40])=[CH:36][CH:37]=[CH:38][C:31]=3[O:30][CH3:29])[CH:21]=[CH:22][CH:23]=1)=[CH:15][CH:14]=[CH:13][C:12]=2[C:25]([F:28])([F:26])[F:27])[C:2]1[CH:3]=[CH:4][CH:5]=[CH:6][CH:7]=1.